Predict the reaction yield, written as a fraction of the theoretical maximum amount of product (1.0 means a 100% yield; for example, 0.34 means a 34% yield). From a dataset of Reaction yield outcomes from USPTO patents with 853,638 reactions. (1) The reactants are [NH2:1][C@H:2]([C:7]1[CH:12]=[CH:11][C:10]([OH:13])=[CH:9][CH:8]=1)[C:3]([O:5][CH3:6])=[O:4].Cl.C(N(CC)C(C)C)(C)C.[C:24]([O:28][C:29](O[C:29]([O:28][C:24]([CH3:27])([CH3:26])[CH3:25])=[O:30])=[O:30])([CH3:27])([CH3:26])[CH3:25]. The catalyst is ClCCl. The product is [C:24]([O:28][C:29]([NH:1][C@H:2]([C:7]1[CH:8]=[CH:9][C:10]([OH:13])=[CH:11][CH:12]=1)[C:3]([O:5][CH3:6])=[O:4])=[O:30])([CH3:27])([CH3:26])[CH3:25]. The yield is 0.860. (2) The reactants are CN(C)C=O.[F:6][C:7]1[CH:8]=[CH:9][C:10]([CH2:13][OH:14])=[N:11][CH:12]=1.[H-].[Na+].[F:17][C:18]1[CH:19]=[C:20]([CH:23]=[CH:24][C:25]=1F)[CH:21]=[O:22]. The catalyst is O. The product is [F:17][C:18]1[CH:19]=[C:20]([CH:23]=[CH:24][C:25]=1[O:14][CH2:13][C:10]1[CH:9]=[CH:8][C:7]([F:6])=[CH:12][N:11]=1)[CH:21]=[O:22]. The yield is 0.422. (3) The reactants are C(OC(=O)[NH:6][C:7]1[CH:12]=[CH:11][CH:10]=[C:9]([C:13]2[N:14]=[C:15]([CH:25]([CH3:27])[CH3:26])[S:16][C:17]=2[C:18]2[CH:23]=[CH:22][N:21]=[C:20]([Cl:24])[N:19]=2)[C:8]=1[F:28])C=C.CC(O)=O.C([SnH](CCCC)CCCC)CCC. The catalyst is C(Cl)Cl.Cl[Pd](Cl)([P](C1C=CC=CC=1)(C1C=CC=CC=1)C1C=CC=CC=1)[P](C1C=CC=CC=1)(C1C=CC=CC=1)C1C=CC=CC=1. The product is [Cl:24][C:20]1[N:19]=[C:18]([C:17]2[S:16][C:15]([CH:25]([CH3:27])[CH3:26])=[N:14][C:13]=2[C:9]2[C:8]([F:28])=[C:7]([CH:12]=[CH:11][CH:10]=2)[NH2:6])[CH:23]=[CH:22][N:21]=1. The yield is 0.876. (4) The reactants are [Cl:1][C:2]1[CH:7]=[C:6]([O:8][CH3:9])[C:5]([F:10])=[CH:4][C:3]=1[I:11].C([O:15][B:16](OC(C)C)[O:17]C(C)C)(C)C.C([Li])CCC.C(=O)=O.CC(C)=O.Cl. The catalyst is C1COCC1.O. The product is [Cl:1][C:2]1([B:16]([OH:17])[OH:15])[CH:7]=[C:6]([O:8][CH3:9])[C:5]([F:10])=[CH:4][CH:3]1[I:11]. The yield is 0.530. (5) The product is [ClH:1].[Cl:1][C:2]1[CH:3]=[CH:4][C:5]([O:24][C:25]2[CH:26]=[C:27]([CH3:32])[CH:28]=[C:29]([CH3:31])[CH:30]=2)=[C:6]([S:8]([N:11]2[CH2:16][CH2:15][NH:14][CH2:13][CH2:12]2)(=[O:10])=[O:9])[CH:7]=1. The yield is 0.692. The catalyst is C(Cl)Cl.O1CCOCC1. The reactants are [Cl:1][C:2]1[CH:3]=[CH:4][C:5]([O:24][C:25]2[CH:30]=[C:29]([CH3:31])[CH:28]=[C:27]([CH3:32])[CH:26]=2)=[C:6]([S:8]([N:11]2[CH2:16][CH2:15][N:14](C(OC(C)(C)C)=O)[CH2:13][CH2:12]2)(=[O:10])=[O:9])[CH:7]=1.Cl. (6) The reactants are [F:1][CH:2]([F:12])[C:3]([C:5]1[CH:10]=[CH:9][C:8]([CH3:11])=[CH:7][CH:6]=1)=[O:4].Cl[C:14]1[CH:19]=[CH:18][C:17]([O:20][CH3:21])=[CH:16][CH:15]=1. No catalyst specified. The product is [F:1][C:2]([F:12])([C:14]1[CH:19]=[CH:18][C:17]([O:20][CH3:21])=[CH:16][CH:15]=1)[C:3]([C:5]1[CH:10]=[CH:9][C:8]([CH3:11])=[CH:7][CH:6]=1)=[O:4]. The yield is 0.880. (7) The product is [CH2:1]([O:3][C:4]([C:6]1[C:10]([CH3:11])=[CH:9][NH:8][C:7]=1[CH2:12][C:13](=[O:15])[NH:29][CH2:33][CH2:27][N:25]1[CH2:24][CH2:23][CH2:22][CH2:26]1)=[O:5])[CH3:2]. The yield is 1.00. The reactants are [CH2:1]([O:3][C:4]([C:6]1[C:10]([CH3:11])=[CH:9][NH:8][C:7]=1[CH2:12][C:13]([OH:15])=O)=[O:5])[CH3:2].Cl.C(N=C=N[CH2:22][CH2:23][CH2:24][N:25]([CH3:27])[CH3:26])C.O[N:29]1[C:33]2C=CC=CC=2N=N1.O. The catalyst is CN(C)C=O.ClCCl. (8) The reactants are [Br:1][CH:2]([CH3:19])[C:3]([C:5]1[CH:6]=[N:7][N:8]([CH2:10][C:11]2[CH:16]=[CH:15][C:14]([O:17][CH3:18])=[CH:13][CH:12]=2)[CH:9]=1)=O.[I:20][C:21]1[N:26]=[C:25]([NH:27][C:28]([NH2:30])=[S:29])[CH:24]=[CH:23][CH:22]=1. The catalyst is CC(C)=O. The product is [BrH:1].[CH3:18][O:17][C:14]1[CH:15]=[CH:16][C:11]([CH2:10][N:8]2[CH:9]=[C:5]([C:3]3[N:30]=[C:28]([NH:27][C:25]4[CH:24]=[CH:23][CH:22]=[C:21]([I:20])[N:26]=4)[S:29][C:2]=3[CH3:19])[CH:6]=[N:7]2)=[CH:12][CH:13]=1. The yield is 0.650.